From a dataset of Reaction yield outcomes from USPTO patents with 853,638 reactions. Predict the reaction yield, written as a fraction of the theoretical maximum amount of product (1.0 means a 100% yield; for example, 0.34 means a 34% yield). (1) The reactants are [NH2:1][C:2]1[CH:7]=[CH:6][C:5]([OH:8])=[CH:4][CH:3]=1.CC(C)([O-])C.[K+].Cl[C:16]1[CH:21]=[CH:20][N:19]=[C:18]([C:22]([NH:24][CH3:25])=[O:23])[CH:17]=1.C([O-])([O-])=O.[K+].[K+]. The catalyst is CN(C=O)C. The product is [CH3:25][NH:24][C:22]([C:18]1[CH:17]=[C:16]([O:8][C:5]2[CH:6]=[CH:7][C:2]([NH2:1])=[CH:3][CH:4]=2)[CH:21]=[CH:20][N:19]=1)=[O:23]. The yield is 0.840. (2) The reactants are [C:1]1([CH3:12])[CH:6]=[CH:5][CH:4]=[CH:3][C:2]=1[C:7]1[S:8][CH:9]=[CH:10][CH:11]=1.[Cl:13][S:14](O)(=[O:16])=[O:15].P(Cl)(Cl)(Cl)=O.P(Cl)(Cl)(Cl)(Cl)Cl. No catalyst specified. The product is [Cl:13][S:14]([C:9]1[S:8][C:7]([C:2]2[CH:3]=[CH:4][CH:5]=[CH:6][C:1]=2[CH3:12])=[CH:11][CH:10]=1)(=[O:16])=[O:15]. The yield is 0.720. (3) The reactants are [C:1]([C:3]1[CH:8]=[CH:7][C:6]([C:9]([F:12])([F:11])[F:10])=[CH:5][N:4]=1)#[N:2]. The catalyst is C(O)C.[OH-].[NH4+].[Ni]. The product is [NH2:2][CH2:1][C:3]1[CH:8]=[CH:7][C:6]([C:9]([F:12])([F:10])[F:11])=[CH:5][N:4]=1. The yield is 0.300. (4) The reactants are Br[C:2]1[O:6][C:5]([CH:7]([O:10][C:11]2[C:12]([F:21])=[C:13]([C:17]([F:20])=[CH:18][CH:19]=2)[C:14]([NH2:16])=[O:15])[CH2:8][CH3:9])=[N:4][C:3]=1[C:22]1[CH:27]=[CH:26][C:25]([Cl:28])=[CH:24][CH:23]=1.[CH2:29]([Sn](CCCC)(CCCC)CCCC)[CH:30]=[CH2:31].O. The catalyst is CN(C=O)C.C1C=CC([P]([Pd]([P](C2C=CC=CC=2)(C2C=CC=CC=2)C2C=CC=CC=2)([P](C2C=CC=CC=2)(C2C=CC=CC=2)C2C=CC=CC=2)[P](C2C=CC=CC=2)(C2C=CC=CC=2)C2C=CC=CC=2)(C2C=CC=CC=2)C2C=CC=CC=2)=CC=1. The product is [CH2:31]([C:2]1[O:6][C:5]([CH:7]([O:10][C:11]2[C:12]([F:21])=[C:13]([C:17]([F:20])=[CH:18][CH:19]=2)[C:14]([NH2:16])=[O:15])[CH2:8][CH3:9])=[N:4][C:3]=1[C:22]1[CH:27]=[CH:26][C:25]([Cl:28])=[CH:24][CH:23]=1)[CH:30]=[CH2:29]. The yield is 0.720. (5) The reactants are [F:1][C:2]([F:14])([F:13])[C:3]1[CH:8]=[CH:7][CH:6]=[CH:5][C:4]=1[NH:9][C:10]([NH2:12])=[S:11].Br[CH2:16][C:17]([C:19]1[CH:24]=[CH:23][C:22]([F:25])=[CH:21][CH:20]=1)=O. The catalyst is C1COCC1. The product is [F:25][C:22]1[CH:23]=[CH:24][C:19]([C:17]2[N:12]=[C:10]([NH:9][C:4]3[CH:5]=[CH:6][CH:7]=[CH:8][C:3]=3[C:2]([F:13])([F:1])[F:14])[S:11][CH:16]=2)=[CH:20][CH:21]=1. The yield is 0.780. (6) The reactants are [Cl:1][C:2]1[CH:3]=[C:4]([NH:16][C:17]2[C:26]3[C:21](=[CH:22][C:23]([O:44][CH2:45][CH3:46])=[C:24]([NH:27][C:28](=[O:43])/[CH:29]=[CH:30]/[C@@H:31]4[CH2:35][CH2:34][CH2:33][N:32]4C(OC(C)(C)C)=O)[CH:25]=3)[N:20]=[CH:19][C:18]=2[C:47]#[N:48])[CH:5]=[CH:6][C:7]=1[O:8][CH2:9][C:10]1[CH:15]=[CH:14][CH:13]=[CH:12][N:11]=1. The catalyst is Cl.O1CCOCC1. The product is [Cl:1][C:2]1[CH:3]=[C:4]([NH:16][C:17]2[C:26]3[C:21](=[CH:22][C:23]([O:44][CH2:45][CH3:46])=[C:24]([NH:27][C:28](=[O:43])/[CH:29]=[CH:30]/[C@@H:31]4[CH2:35][CH2:34][CH2:33][NH:32]4)[CH:25]=3)[N:20]=[CH:19][C:18]=2[C:47]#[N:48])[CH:5]=[CH:6][C:7]=1[O:8][CH2:9][C:10]1[CH:15]=[CH:14][CH:13]=[CH:12][N:11]=1. The yield is 0.146.